This data is from NCI-60 drug combinations with 297,098 pairs across 59 cell lines. The task is: Regression. Given two drug SMILES strings and cell line genomic features, predict the synergy score measuring deviation from expected non-interaction effect. Drug 1: CC1C(C(=O)NC(C(=O)N2CCCC2C(=O)N(CC(=O)N(C(C(=O)O1)C(C)C)C)C)C(C)C)NC(=O)C3=C4C(=C(C=C3)C)OC5=C(C(=O)C(=C(C5=N4)C(=O)NC6C(OC(=O)C(N(C(=O)CN(C(=O)C7CCCN7C(=O)C(NC6=O)C(C)C)C)C)C(C)C)C)N)C. Drug 2: CCN(CC)CCNC(=O)C1=C(NC(=C1C)C=C2C3=C(C=CC(=C3)F)NC2=O)C. Cell line: HL-60(TB). Synergy scores: CSS=21.7, Synergy_ZIP=-0.378, Synergy_Bliss=8.85, Synergy_Loewe=-0.574, Synergy_HSA=9.60.